Dataset: Catalyst prediction with 721,799 reactions and 888 catalyst types from USPTO. Task: Predict which catalyst facilitates the given reaction. (1) The catalyst class is: 1. Product: [Br:46][C:47]1[CH:48]=[C:49]([O:45][C@@H:43]([C:36]2[C:37]([Cl:42])=[CH:38][CH:39]=[C:40]([F:41])[C:35]=2[Cl:34])[CH3:44])[C:50]([N+:53]([O-:55])=[O:54])=[N:51][CH:52]=1. Reactant: C1(P(C2C=CC=CC=2)C2C=CC=CC=2)C=CC=CC=1.CC(OC(/N=N/C(OC(C)C)=O)=O)C.[Cl:34][C:35]1[C:40]([F:41])=[CH:39][CH:38]=[C:37]([Cl:42])[C:36]=1[C@@H:43]([OH:45])[CH3:44].[Br:46][C:47]1[CH:48]=[C:49](O)[C:50]([N+:53]([O-:55])=[O:54])=[N:51][CH:52]=1. (2) Reactant: [NH:1]1[CH:5]=[C:4]([C:6]2[C:7]3[CH:14]=[CH:13][N:12]([CH2:15][O:16][CH2:17][CH2:18][Si:19]([CH3:22])([CH3:21])[CH3:20])[C:8]=3[N:9]=[CH:10][N:11]=2)[CH:3]=[N:2]1.[C:23](#[N:30])[CH:24]=[CH:25][CH2:26][CH2:27][CH2:28][CH3:29].N12CCCN=C1CCCCC2. Product: [CH3:20][Si:19]([CH3:22])([CH3:21])[CH2:18][CH2:17][O:16][CH2:15][N:12]1[C:8]2[N:9]=[CH:10][N:11]=[C:6]([C:4]3[CH:5]=[N:1][N:2]([CH:25]([CH2:26][CH2:27][CH2:28][CH3:29])[CH2:24][C:23]#[N:30])[CH:3]=3)[C:7]=2[CH:14]=[CH:13]1. The catalyst class is: 10. (3) Reactant: FC(F)(F)S([O-])(=O)=O.[CH3:9][S:10][C:11]1[N:12]([CH2:44][CH2:45][O:46][Si](C(C)(C)C)(C)C)[CH:13]=[N+:14]2[CH:18]=[C:17]([C:19]3[C@H:20]([CH3:43])[C@@H:21]4[C@@H:38]([C@H:39]([OH:41])[CH3:40])[C:37](=[O:42])[N:22]4[C:23]=3[C:24]([O:26]CC3C=CC([N+]([O-])=O)=CC=3)=[O:25])[S:16][C:15]=12.C(O)(=O)C.[F-].C([N+](CCCC)(CCCC)CCCC)CCC.C1COCC1.P([O-])([O-])([O-])=O.[Na+].[Na+].[Na+]. Product: [OH:41][C@@H:39]([C@H:38]1[C:37](=[O:42])[N:22]2[C:23]([C:24]([O-:26])=[O:25])=[C:19]([C:17]3[S:16][C:15]4=[C:11]([S:10][CH3:9])[N:12]([CH2:44][CH2:45][OH:46])[CH:13]=[N+:14]4[CH:18]=3)[C@H:20]([CH3:43])[C@H:21]12)[CH3:40]. The catalyst class is: 1. (4) Reactant: C(N(CC)CC)C.Cl.[C:9]([CH2:11][C:12]1[C:21]([O:22][CH3:23])=[C:20]2[O:24][C:25]([CH3:28])([CH3:27])[CH2:26][C:19]2=[C:18]2[C:13]=1[CH2:14][C:15]([CH3:39])([CH3:38])[N:16]=[C:17]2[C:29]1[CH:30]=[C:31]([CH:35]=[CH:36][CH:37]=1)[C:32](O)=[O:33])#[N:10].[NH2:40][CH:41]1[CH2:47][CH2:46][CH2:45][CH2:44][NH:43][C:42]1=[O:48]. Product: [C:9]([CH2:11][C:12]1[C:21]([O:22][CH3:23])=[C:20]2[O:24][C:25]([CH3:28])([CH3:27])[CH2:26][C:19]2=[C:18]2[C:13]=1[CH2:14][C:15]([CH3:38])([CH3:39])[N:16]=[C:17]2[C:29]1[CH:30]=[C:31]([CH:35]=[CH:36][CH:37]=1)[C:32]([NH:40][CH:41]1[CH2:47][CH2:46][CH2:45][CH2:44][NH:43][C:42]1=[O:48])=[O:33])#[N:10]. The catalyst class is: 9. (5) Reactant: [N+:1]([C:4]1[CH:12]=[CH:11][C:10](Cl)=[CH:9][C:5]=1[C:6]([OH:8])=[O:7])([O-:3])=[O:2].[CH3:14][N:15]1[CH2:20][CH2:19][NH:18][CH2:17][CH2:16]1. Product: [N+:1]([C:4]1[CH:12]=[CH:11][C:10]([N:18]2[CH2:19][CH2:20][N:15]([CH3:14])[CH2:16][CH2:17]2)=[CH:9][C:5]=1[C:6]([OH:8])=[O:7])([O-:3])=[O:2]. The catalyst class is: 13. (6) Reactant: [F:1][C:2]1[CH:7]=[CH:6][C:5]([CH:8]2[CH2:13][CH2:12][N:11]([C:14]([O:16][C:17]([CH3:20])([CH3:19])[CH3:18])=[O:15])[CH2:10][CH:9]2[OH:21])=[CH:4][CH:3]=1.[CH3:22][O:23][C:24]1[CH:31]=[CH:30][C:27]([CH2:28]Cl)=[CH:26][CH:25]=1.[H-].[Na+]. Product: [F:1][C:2]1[CH:3]=[CH:4][C:5]([CH:8]2[CH2:13][CH2:12][N:11]([C:14]([O:16][C:17]([CH3:18])([CH3:20])[CH3:19])=[O:15])[CH2:10][CH:9]2[O:21][CH2:28][C:27]2[CH:30]=[CH:31][C:24]([O:23][CH3:22])=[CH:25][CH:26]=2)=[CH:6][CH:7]=1. The catalyst class is: 9. (7) Reactant: Br[C:2]1[S:6][C:5]([S:7]([NH:10][C:11]2[CH:16]=[CH:15][CH:14]=[C:13]([C:17]3[NH:21][N:20]=[N:19][N:18]=3)[CH:12]=2)(=[O:9])=[O:8])=[CH:4][CH:3]=1.[F:22][C:23]1[CH:24]=[CH:25][C:26]([O:32][CH3:33])=[C:27](B(O)O)[CH:28]=1.C([O-])(O)=O.[Na+].CCO. Product: [F:22][C:23]1[CH:28]=[CH:27][C:26]([O:32][CH3:33])=[C:25]([C:2]2[S:6][C:5]([S:7]([NH:10][C:11]3[CH:16]=[CH:15][CH:14]=[C:13]([C:17]4[NH:21][N:20]=[N:19][N:18]=4)[CH:12]=3)(=[O:9])=[O:8])=[CH:4][CH:3]=2)[CH:24]=1. The catalyst class is: 103.